From a dataset of Full USPTO retrosynthesis dataset with 1.9M reactions from patents (1976-2016). Predict the reactants needed to synthesize the given product. (1) Given the product [CH3:1][O:2][C:3]1[CH:21]=[CH:20][C:6]([CH2:7][N:8]2[C:17]3[C:12](=[N:13][CH:14]=[C:15]([N:23]4[CH2:26][CH:25]([OH:27])[CH2:24]4)[CH:16]=3)[CH:11]=[CH:10][C:9]2=[O:19])=[CH:5][CH:4]=1, predict the reactants needed to synthesize it. The reactants are: [CH3:1][O:2][C:3]1[CH:21]=[CH:20][C:6]([CH2:7][N:8]2[C:17]3[C:12](=[N:13][CH:14]=[C:15](Br)[CH:16]=3)[CH:11]=[CH:10][C:9]2=[O:19])=[CH:5][CH:4]=1.Cl.[NH:23]1[CH2:26][CH:25]([OH:27])[CH2:24]1.C([O-])([O-])=O.[Cs+].[Cs+]. (2) The reactants are: P(Cl)(Cl)([Cl:3])=O.[CH3:6][C:7]1[N:12]=[C:11]([C:13]2[NH:22][C:21](=O)[C:20]3[C:15](=[CH:16][CH:17]=[CH:18][CH:19]=3)[N:14]=2)[CH:10]=[CH:9][CH:8]=1.CN(C)C1C=CC=CC=1. Given the product [Cl:3][C:21]1[C:20]2[C:15](=[CH:16][CH:17]=[CH:18][CH:19]=2)[N:14]=[C:13]([C:11]2[CH:10]=[CH:9][CH:8]=[C:7]([CH3:6])[N:12]=2)[N:22]=1, predict the reactants needed to synthesize it.